From a dataset of Experimentally validated miRNA-target interactions with 360,000+ pairs, plus equal number of negative samples. Binary Classification. Given a miRNA mature sequence and a target amino acid sequence, predict their likelihood of interaction. (1) The miRNA is hsa-miR-1199-3p with sequence UGCGGCCGGUGCUCAACCUGC. The protein sequence of the target gene is MAASAKRKQEEKHLKMLRDMTGLPHNRKCFDCDQRGPTYVNMTVGSFVCTSCSGSLRGLNPPHRVKSISMTTFTQQEIEFLQKHGNEVCKQIWLGLFDDRSSAIPDFRDPQKVKEFLQEKYEKKRWYVPPEQAKVVASVHASISGSSASSTSSTPEVKPLKSLLGESAPALHLNKGTPSQSPVVGRSQGQQQEKKQFDLLSDLGSDIFAAPAPQSTATANFANFAHFNSHAAQNSANADFANFDAFGQSSGSSNFGGFPTASHSSFQPQTTGGSAGSVNANFAHFDNFPKSSSADFGTFS.... Result: 0 (no interaction). (2) Result: 0 (no interaction). The miRNA is ath-miR398b-3p with sequence UGUGUUCUCAGGUCACCCCUG. The protein sequence of the target gene is MGLSPGAEGEYALRLPRIPPPLPKPASRTASTGPKDQPPALRRSAVPHSGLNSISPLELEESVGFAALVQLPAKQPPPGTLEQGRSIQQGEKAVVSLETTPSQKADWSSIPKPENEGKLIKQAAEGKPRPRPGDLIEIFRIGYEHWAIYVEDDCVVHLAPPSEEFEVGSITSIFSNRAVVKYSRLEDVLHGCSWKVNNKLDGTYLPLPVDKIIQRTKKMVNKIVQYSLIEGNCEHFVNGLRYGVPRSQQVEHALMEGAKAAGAVISAVVDSIKPKPITA.